From a dataset of Catalyst prediction with 721,799 reactions and 888 catalyst types from USPTO. Predict which catalyst facilitates the given reaction. (1) Reactant: I([O-])(=O)(=O)=[O:2].[Na+].[CH:7]1([S:12][C:13]2[CH:14]=[C:15]([CH2:19][CH2:20][CH2:21][CH2:22][O:23][CH2:24][CH2:25][CH2:26][CH2:27][CH2:28][CH2:29][N:30]3[CH2:34][C@@H:33]([C:35]4[CH:46]=[CH:45][C:38]5[O:39][C:40]([CH3:44])([CH3:43])[O:41][CH2:42][C:37]=5[CH:36]=4)[O:32][C:31]3=[O:47])[CH:16]=[CH:17][CH:18]=2)[CH2:11][CH2:10][CH2:9][CH2:8]1. Product: [CH:7]1([S:12]([C:13]2[CH:14]=[C:15]([CH2:19][CH2:20][CH2:21][CH2:22][O:23][CH2:24][CH2:25][CH2:26][CH2:27][CH2:28][CH2:29][N:30]3[CH2:34][C@@H:33]([C:35]4[CH:46]=[CH:45][C:38]5[O:39][C:40]([CH3:43])([CH3:44])[O:41][CH2:42][C:37]=5[CH:36]=4)[O:32][C:31]3=[O:47])[CH:16]=[CH:17][CH:18]=2)=[O:2])[CH2:8][CH2:9][CH2:10][CH2:11]1. The catalyst class is: 40. (2) Reactant: Cl[C:2]1[N:7]=[C:6]([NH:8][C:9]2[CH:13]=[C:12]([CH:14]3[CH2:16][CH2:15]3)[NH:11][N:10]=2)[C:5]([N+:17]([O-:19])=[O:18])=[CH:4][CH:3]=1.[F:20][C:21]1[CH:26]=[CH:25][C:24]([C@@H:27]([NH2:29])[CH3:28])=[CH:23][CH:22]=1.CCN(C(C)C)C(C)C. Product: [CH:14]1([C:12]2[NH:11][N:10]=[C:9]([NH:8][C:6]3[C:5]([N+:17]([O-:19])=[O:18])=[CH:4][CH:3]=[C:2]([NH:29][C@H:27]([C:24]4[CH:25]=[CH:26][C:21]([F:20])=[CH:22][CH:23]=4)[CH3:28])[N:7]=3)[CH:13]=2)[CH2:16][CH2:15]1. The catalyst class is: 114.